This data is from Catalyst prediction with 721,799 reactions and 888 catalyst types from USPTO. The task is: Predict which catalyst facilitates the given reaction. (1) Product: [C:1]([O:5][C:6](=[O:39])[N:7]([CH2:11][C:12]1[CH:13]=[N:14][CH:15]=[C:16]([C:19]2[CH:20]=[C:21]3[C:25](=[CH:26][CH:27]=2)[N:24]([CH2:28][C:29]2[CH:34]=[CH:33][C:32]([O:35][CH3:36])=[CH:31][CH:30]=2)[N:23]=[C:22]3[C:37]#[N:45])[C:17]=1[CH3:18])[CH:8]([CH3:10])[CH3:9])([CH3:3])([CH3:4])[CH3:2]. The catalyst class is: 10. Reactant: [C:1]([O:5][C:6](=[O:39])[N:7]([CH2:11][C:12]1[CH:13]=[N:14][CH:15]=[C:16]([C:19]2[CH:20]=[C:21]3[C:25](=[CH:26][CH:27]=2)[N:24]([CH2:28][C:29]2[CH:34]=[CH:33][C:32]([O:35][CH3:36])=[CH:31][CH:30]=2)[N:23]=[C:22]3[CH:37]=O)[C:17]=1[CH3:18])[CH:8]([CH3:10])[CH3:9])([CH3:4])([CH3:3])[CH3:2].Cl.NO.C([N:45](CC)CC)C.ClC(Cl)(Cl)C(Cl)=O. (2) Reactant: Cl.[OH:2][C@H:3]1[C@H:7]([N:8]2[CH:12]=[CH:11][N:10]=[N:9]2)[CH2:6][N:5](C(OC(C)(C)C)=O)[CH2:4]1. Product: [NH4+:5].[OH-:2].[OH:2][C@H:3]1[C@H:7]([N:8]2[CH:12]=[CH:11][N:10]=[N:9]2)[CH2:6][NH:5][CH2:4]1. The catalyst class is: 5.